This data is from NCI-60 drug combinations with 297,098 pairs across 59 cell lines. The task is: Regression. Given two drug SMILES strings and cell line genomic features, predict the synergy score measuring deviation from expected non-interaction effect. (1) Drug 1: C1CN1P(=S)(N2CC2)N3CC3. Drug 2: CC1CCC2CC(C(=CC=CC=CC(CC(C(=O)C(C(C(=CC(C(=O)CC(OC(=O)C3CCCCN3C(=O)C(=O)C1(O2)O)C(C)CC4CCC(C(C4)OC)O)C)C)O)OC)C)C)C)OC. Cell line: OVCAR3. Synergy scores: CSS=-2.37, Synergy_ZIP=2.66, Synergy_Bliss=2.25, Synergy_Loewe=-5.18, Synergy_HSA=-3.61. (2) Drug 1: C1C(C(OC1N2C=NC3=C(N=C(N=C32)Cl)N)CO)O. Drug 2: C(=O)(N)NO. Cell line: A498. Synergy scores: CSS=28.7, Synergy_ZIP=-8.78, Synergy_Bliss=-1.84, Synergy_Loewe=-39.5, Synergy_HSA=-1.71. (3) Drug 1: CN1CCC(CC1)COC2=C(C=C3C(=C2)N=CN=C3NC4=C(C=C(C=C4)Br)F)OC. Drug 2: C1CCC(C1)C(CC#N)N2C=C(C=N2)C3=C4C=CNC4=NC=N3. Cell line: HCT-15. Synergy scores: CSS=17.4, Synergy_ZIP=0.502, Synergy_Bliss=6.62, Synergy_Loewe=-4.28, Synergy_HSA=5.41. (4) Drug 1: CC1C(C(=O)NC(C(=O)N2CCCC2C(=O)N(CC(=O)N(C(C(=O)O1)C(C)C)C)C)C(C)C)NC(=O)C3=C4C(=C(C=C3)C)OC5=C(C(=O)C(=C(C5=N4)C(=O)NC6C(OC(=O)C(N(C(=O)CN(C(=O)C7CCCN7C(=O)C(NC6=O)C(C)C)C)C)C(C)C)C)N)C. Drug 2: C1=NC2=C(N=C(N=C2N1C3C(C(C(O3)CO)O)F)Cl)N. Cell line: PC-3. Synergy scores: CSS=1.98, Synergy_ZIP=-1.83, Synergy_Bliss=1.02, Synergy_Loewe=-6.40, Synergy_HSA=-3.20. (5) Drug 1: C1CCC(CC1)NC(=O)N(CCCl)N=O. Drug 2: CCN(CC)CCCC(C)NC1=C2C=C(C=CC2=NC3=C1C=CC(=C3)Cl)OC. Cell line: HT29. Synergy scores: CSS=54.1, Synergy_ZIP=3.81, Synergy_Bliss=5.81, Synergy_Loewe=-9.81, Synergy_HSA=5.84.